From a dataset of Forward reaction prediction with 1.9M reactions from USPTO patents (1976-2016). Predict the product of the given reaction. (1) The product is: [NH:13]1[C:14]2[C:19](=[CH:18][CH:17]=[CH:16][CH:15]=2)[CH:11]=[C:12]1[NH2:32]. Given the reactants C(OC([C:11]1[C:19]2[C:14](=[CH:15][CH:16]=[C:17](CCOS(C)(=O)=O)[CH:18]=2)[NH:13][C:12]=1C)=O)C1C=CC=CC=1.COC[C@@H]1CCC[NH:32]1, predict the reaction product. (2) The product is: [C:19]1([C:29]2[CH:34]=[CH:33][CH:32]=[CH:31][CH:30]=2)[CH:24]=[CH:23][C:22]([S:25]([N:8]2[CH2:12][C:11](=[N:13][O:14][CH3:15])[CH2:10][C@H:9]2[C:16]([NH:35][CH2:36][CH2:37][CH2:38][OH:39])=[O:18])(=[O:27])=[O:26])=[CH:21][CH:20]=1. Given the reactants C(OC([N:8]1[CH2:12][C:11](=[N:13][O:14][CH3:15])[CH2:10][C@H:9]1[C:16]([OH:18])=O)=O)(C)(C)C.[C:19]1([C:29]2[CH:34]=[CH:33][CH:32]=[CH:31][CH:30]=2)[CH:24]=[CH:23][C:22]([S:25](Cl)(=[O:27])=[O:26])=[CH:21][CH:20]=1.[NH2:35][CH2:36][CH2:37][CH2:38][OH:39], predict the reaction product. (3) The product is: [ClH:1].[N:2]1([CH2:7][C:8]2[CH:17]=[CH:16][C:11]([C:12]([OH:14])=[O:13])=[CH:10][CH:9]=2)[CH2:6][CH2:5][CH2:4][CH2:3]1. Given the reactants [ClH:1].[N:2]1([CH2:7][C:8]2[CH:17]=[CH:16][C:11]([C:12]([O:14]C)=[O:13])=[CH:10][CH:9]=2)[CH2:6][CH2:5][CH2:4][CH2:3]1, predict the reaction product. (4) Given the reactants C(O[C:6]([C:8]1[N:13]=[C:12](O)[C:11]2[CH:15]=[C:16]([C:18]3[CH:23]=[CH:22][C:21]([F:24])=[CH:20][CH:19]=3)[S:17][C:10]=2[C:9]=1[OH:25])=[O:7])CCC.C([O:30][C:31]([C:33]1C(O)=C2C=C(C3C=CC(F)=CC=3)SC2=C(O)[N:38]=1)=[O:32])CCC, predict the reaction product. The product is: [F:24][C:21]1[CH:20]=[CH:19][C:18]([C:16]2[S:17][C:10]3[C:9]([OH:25])=[C:8]([C:6]([NH:38][CH2:33][C:31]([OH:32])=[O:30])=[O:7])[N:13]=[CH:12][C:11]=3[CH:15]=2)=[CH:23][CH:22]=1.